Dataset: Forward reaction prediction with 1.9M reactions from USPTO patents (1976-2016). Task: Predict the product of the given reaction. Given the reactants FC(F)(F)C([N:5]1[CH2:11][CH:10]([CH3:12])[C:9]2[CH:13]=[C:14]([I:18])[C:15]([OH:17])=[CH:16][C:8]=2[CH2:7][CH2:6]1)=O.[OH-].[Na+], predict the reaction product. The product is: [OH:17][C:15]1[C:14]([I:18])=[CH:13][C:9]2[CH:10]([CH3:12])[CH2:11][NH:5][CH2:6][CH2:7][C:8]=2[CH:16]=1.